From a dataset of NCI-60 drug combinations with 297,098 pairs across 59 cell lines. Regression. Given two drug SMILES strings and cell line genomic features, predict the synergy score measuring deviation from expected non-interaction effect. (1) Drug 1: CC1=C(C=C(C=C1)C(=O)NC2=CC(=CC(=C2)C(F)(F)F)N3C=C(N=C3)C)NC4=NC=CC(=N4)C5=CN=CC=C5. Drug 2: C1C(C(OC1N2C=NC(=NC2=O)N)CO)O. Cell line: RPMI-8226. Synergy scores: CSS=34.9, Synergy_ZIP=3.43, Synergy_Bliss=1.67, Synergy_Loewe=-13.3, Synergy_HSA=3.97. (2) Drug 1: CS(=O)(=O)CCNCC1=CC=C(O1)C2=CC3=C(C=C2)N=CN=C3NC4=CC(=C(C=C4)OCC5=CC(=CC=C5)F)Cl. Drug 2: CN(CC1=CN=C2C(=N1)C(=NC(=N2)N)N)C3=CC=C(C=C3)C(=O)NC(CCC(=O)O)C(=O)O. Cell line: NCI-H322M. Synergy scores: CSS=41.0, Synergy_ZIP=-5.43, Synergy_Bliss=-1.88, Synergy_Loewe=-26.0, Synergy_HSA=-2.88. (3) Drug 1: C1=NC2=C(N=C(N=C2N1C3C(C(C(O3)CO)O)O)F)N. Drug 2: C(=O)(N)NO. Cell line: OVCAR-5. Synergy scores: CSS=0.734, Synergy_ZIP=0.720, Synergy_Bliss=1.75, Synergy_Loewe=-0.676, Synergy_HSA=-0.236. (4) Drug 1: CCCCC(=O)OCC(=O)C1(CC(C2=C(C1)C(=C3C(=C2O)C(=O)C4=C(C3=O)C=CC=C4OC)O)OC5CC(C(C(O5)C)O)NC(=O)C(F)(F)F)O. Drug 2: C1CN1C2=NC(=NC(=N2)N3CC3)N4CC4. Cell line: MDA-MB-435. Synergy scores: CSS=21.5, Synergy_ZIP=-1.91, Synergy_Bliss=3.38, Synergy_Loewe=-8.26, Synergy_HSA=-6.01.